From a dataset of Peptide-MHC class I binding affinity with 185,985 pairs from IEDB/IMGT. Regression. Given a peptide amino acid sequence and an MHC pseudo amino acid sequence, predict their binding affinity value. This is MHC class I binding data. (1) The peptide sequence is SEIDLILGY. The MHC is HLA-A68:02 with pseudo-sequence HLA-A68:02. The binding affinity (normalized) is 0. (2) The peptide sequence is RIRTWKSLVK. The MHC is HLA-B57:01 with pseudo-sequence HLA-B57:01. The binding affinity (normalized) is 0.